From a dataset of Catalyst prediction with 721,799 reactions and 888 catalyst types from USPTO. Predict which catalyst facilitates the given reaction. (1) Reactant: CI.[C:3]([O-])([O-])=O.[K+].[K+].[C:9]1([C:15]#[C:16][C:17]([OH:19])=[O:18])[CH:14]=[CH:13][CH:12]=[CH:11][CH:10]=1. Product: [C:9]1([C:15]#[C:16][C:17]([O:19][CH3:3])=[O:18])[CH:14]=[CH:13][CH:12]=[CH:11][CH:10]=1. The catalyst class is: 10. (2) Reactant: [CH2:1]([C:3]1[NH:23][C:6]2[N:7]=[C:8]([S:12][C:13]3[CH:22]=[N:21][C:20]4[C:15](=[N:16][CH:17]=[CH:18][N:19]=4)[CH:14]=3)[N:9]=[C:10]([OH:11])[C:5]=2[CH:4]=1)[CH3:2].[H-].[Na+].[C:26]1([CH3:36])[CH:31]=[CH:30][C:29]([S:32](Cl)(=[O:34])=[O:33])=[CH:28][CH:27]=1.O. Product: [CH3:36][C:26]1[CH:31]=[CH:30][C:29]([S:32]([O:11][C:10]2[C:5]3[CH:4]=[C:3]([CH2:1][CH3:2])[NH:23][C:6]=3[N:7]=[C:8]([S:12][C:13]3[CH:22]=[N:21][C:20]4[C:15](=[N:16][CH:17]=[CH:18][N:19]=4)[CH:14]=3)[N:9]=2)(=[O:34])=[O:33])=[CH:28][CH:27]=1. The catalyst class is: 37. (3) Reactant: Cl[CH2:2][CH2:3][N:4]([CH2:11][CH3:12])[C:5]1[CH:10]=[CH:9][CH:8]=[CH:7][CH:6]=1.C([O-])([O-])=O.[K+].[K+].[C:19]1([CH:26]=[CH:25][CH:24]=[C:22]([OH:23])[CH:21]=1)[OH:20]. Product: [CH2:11]([N:4]([C:5]1[CH:10]=[CH:9][CH:8]=[CH:7][CH:6]=1)[CH2:3][CH2:2][O:20][C:19]1[CH:21]=[C:22]([OH:23])[CH:24]=[CH:25][CH:26]=1)[CH3:12]. The catalyst class is: 3. (4) Reactant: C([O:8][C:9]1[CH:14]=[C:13]([O:15]CC2C=CC=CC=2)[C:12]([C:23]([CH3:25])=[CH2:24])=[CH:11][C:10]=1[C:26]([N:28]1[CH2:36][C:35]2[C:30](=[CH:31][CH:32]=[C:33]([O:37][CH2:38][CH2:39][N:40]([CH3:42])[CH3:41])[CH:34]=2)[CH2:29]1)=[O:27])C1C=CC=CC=1.[CH3:43]O. Product: [OH:8][C:9]1[CH:14]=[C:13]([OH:15])[C:12]([CH:23]([CH3:24])[CH3:25])=[CH:11][C:10]=1[C:26]([N:28]1[CH2:36][C:35]2[C:30](=[C:31]([CH3:43])[CH:32]=[C:33]([O:37][CH2:38][CH2:39][N:40]([CH3:42])[CH3:41])[CH:34]=2)[CH2:29]1)=[O:27]. The catalyst class is: 45. (5) Reactant: [C:1]([C:3]1[CH:4]=[C:5]([CH:27]=[C:28]([O:30][C:31]([F:34])([F:33])[F:32])[CH:29]=1)[CH2:6][O:7][C:8]1[CH:9]=[C:10]2[C:14](=[CH:15][CH:16]=1)[N:13]1[CH2:17][CH2:18][CH2:19][CH:20]([CH2:21][C:22]([O:24]CC)=[O:23])[C:12]1=[CH:11]2)#[N:2].[Li+].[OH-].C(O)(=O)CC(CC(O)=O)(C(O)=O)O. Product: [C:1]([C:3]1[CH:4]=[C:5]([CH:27]=[C:28]([O:30][C:31]([F:34])([F:32])[F:33])[CH:29]=1)[CH2:6][O:7][C:8]1[CH:9]=[C:10]2[C:14](=[CH:15][CH:16]=1)[N:13]1[CH2:17][CH2:18][CH2:19][CH:20]([CH2:21][C:22]([OH:24])=[O:23])[C:12]1=[CH:11]2)#[N:2]. The catalyst class is: 38. (6) Reactant: O.C(=O)(O)[O-].[Na+].C1(C)C=CC(C([C@](C(O)=O)(O)[C@](C(C2C=CC(C)=CC=2)=O)(O)C(O)=O)=O)=CC=1.[N:35]1[CH:40]=[CH:39][CH:38]=[C:37]([CH2:41][C@H:42]2[C:47](=[O:48])[CH:46]3[CH2:49][CH2:50][N:43]2[CH2:44][CH2:45]3)[CH:36]=1. Product: [N:35]1[CH:40]=[CH:39][CH:38]=[C:37]([CH2:41][C@H:42]2[C:47](=[O:48])[CH:46]3[CH2:45][CH2:44][N:43]2[CH2:50][CH2:49]3)[CH:36]=1. The catalyst class is: 4. (7) Product: [Br:14][C:15]1[CH:16]=[C:17]([C:28]([F:30])([F:31])[F:29])[C:18]2[N:19]([C:21]([Cl:27])=[C:22]([C:24]([N:2]3[CH2:3][CH2:4][CH:5]([N:8]4[CH2:12][CH2:11][CH2:10][C:9]4=[O:13])[CH2:6][CH2:7]3)=[O:25])[N:23]=2)[CH:20]=1. The catalyst class is: 31. Reactant: Cl.[NH:2]1[CH2:7][CH2:6][CH:5]([N:8]2[CH2:12][CH2:11][CH2:10][C:9]2=[O:13])[CH2:4][CH2:3]1.[Br:14][C:15]1[CH:16]=[C:17]([C:28]([F:31])([F:30])[F:29])[C:18]2[N:19]([C:21]([Cl:27])=[C:22]([C:24](O)=[O:25])[N:23]=2)[CH:20]=1.CCN(C(C)C)C(C)C.CN(C(ON1N=NC2C=CC=NC1=2)=[N+](C)C)C.F[P-](F)(F)(F)(F)F.